From a dataset of Reaction yield outcomes from USPTO patents with 853,638 reactions. Predict the reaction yield, written as a fraction of the theoretical maximum amount of product (1.0 means a 100% yield; for example, 0.34 means a 34% yield). (1) The reactants are Cl[C:2]1[C:7]([C:8]#[N:9])=[CH:6][N:5]=[C:4]([S:10][CH3:11])[N:3]=1.CCN(C(C)C)C(C)C.[CH:21]1([NH2:25])[CH2:24][CH2:23][CH2:22]1.[Cl-].[Na+]. The catalyst is CN(C=O)C. The product is [CH:21]1([NH:25][C:2]2[C:7]([C:8]#[N:9])=[CH:6][N:5]=[C:4]([S:10][CH3:11])[N:3]=2)[CH2:24][CH2:23][CH2:22]1. The yield is 0.710. (2) The reactants are [Br:1][C:2]1[CH:3]=[C:4]2[C:8](=[CH:9][CH:10]=1)[N:7](C(=O)C)[CH2:6][CH2:5]2.C([O-])([O-])=O.[Na+].[Na+]. The catalyst is Cl. The product is [Br:1][C:2]1[CH:3]=[C:4]2[C:8](=[CH:9][CH:10]=1)[NH:7][CH2:6][CH2:5]2. The yield is 0.550. (3) The reactants are C(OC([NH:8][CH2:9][CH:10]1[CH2:15][CH2:14][N:13]([C:16]2[N:20]([CH3:21])[N:19]=[CH:18][C:17]=2[NH:22][C:23]([C:25]2[N:26]=[C:27](Br)[S:28][C:29]=2[NH:30]C(=O)OC(C)(C)C)=[O:24])[CH2:12][CH2:11]1)=O)CCC.[C:39]([C:41]1[CH:42]=[C:43](B(O)O)[CH:44]=[CH:45][CH:46]=1)#[N:40]. No catalyst specified. The product is [NH2:30][C:29]1[S:28][C:27]([C:45]2[CH:44]=[CH:43][CH:42]=[C:41]([C:39]#[N:40])[CH:46]=2)=[N:26][C:25]=1[C:23]([NH:22][C:17]1[CH:18]=[N:19][N:20]([CH3:21])[C:16]=1[N:13]1[CH2:14][CH2:15][CH:10]([CH2:9][NH2:8])[CH2:11][CH2:12]1)=[O:24]. The yield is 0.420. (4) The reactants are [CH2:1]([O:5][C:6]1[C:15]2[C:10](=[CH:11][CH:12]=[C:13]([C:16]([O:18]C)=[O:17])[CH:14]=2)[C:9](=[O:20])[N:8]([CH2:21][CH:22]([CH3:24])[CH3:23])[C:7]=1[CH2:25][NH:26][C:27]([O:29][C:30]([CH3:33])([CH3:32])[CH3:31])=[O:28])[CH2:2][CH2:3][CH3:4].CO.[OH-].[Na+].Cl. The catalyst is O1CCCC1.O. The product is [CH2:1]([O:5][C:6]1[C:15]2[C:10](=[CH:11][CH:12]=[C:13]([C:16]([OH:18])=[O:17])[CH:14]=2)[C:9](=[O:20])[N:8]([CH2:21][CH:22]([CH3:23])[CH3:24])[C:7]=1[CH2:25][NH:26][C:27]([O:29][C:30]([CH3:33])([CH3:32])[CH3:31])=[O:28])[CH2:2][CH2:3][CH3:4]. The yield is 0.987. (5) The reactants are [CH3:1][O:2][C:3]1[C:15]2[NH:14][C:13]3[C:8](=[CH:9][C:10]([C:16](OCC)=O)=[CH:11][CH:12]=3)[C:7]=2[CH:6]=[C:5]2[C:21]3[CH:22]=[C:23]([C:28](OCC)=O)[CH:24]=[CH:25][C:26]=3[NH:27][C:4]=12.[H-].[H-].[H-].[H-].[Li+].[Al+3]. The catalyst is C1COCC1. The product is [CH3:1][O:2][C:3]1[C:4]2[NH:27][C:26]3[C:21](=[CH:22][C:23]([CH3:28])=[CH:24][CH:25]=3)[C:5]=2[CH:6]=[C:7]2[C:8]3[CH:9]=[C:10]([CH3:16])[CH:11]=[CH:12][C:13]=3[NH:14][C:15]=12. The yield is 0.140.